From a dataset of Peptide-MHC class II binding affinity with 134,281 pairs from IEDB. Regression. Given a peptide amino acid sequence and an MHC pseudo amino acid sequence, predict their binding affinity value. This is MHC class II binding data. (1) The peptide sequence is FFVFLALAGRSCTEE. The MHC is H-2-IAb with pseudo-sequence H-2-IAb. The binding affinity (normalized) is 0.0550. (2) The peptide sequence is KSIIKARVVWKAIIE. The MHC is DRB1_0404 with pseudo-sequence DRB1_0404. The binding affinity (normalized) is 0.306.